Dataset: Reaction yield outcomes from USPTO patents with 853,638 reactions. Task: Predict the reaction yield, written as a fraction of the theoretical maximum amount of product (1.0 means a 100% yield; for example, 0.34 means a 34% yield). (1) The reactants are [Cl:1][C:2]1[C:7]([C:8]([O:10][CH2:11][CH3:12])=[O:9])=[CH:6][N:5]=[C:4]2[N:13]([Si](C(C)C)(C(C)C)C(C)C)[CH:14]=[CH:15][C:3]=12.CCCC[N+](CCCC)(CCCC)CCCC.[F-]. The catalyst is C1COCC1. The product is [Cl:1][C:2]1[C:7]([C:8]([O:10][CH2:11][CH3:12])=[O:9])=[CH:6][N:5]=[C:4]2[NH:13][CH:14]=[CH:15][C:3]=12. The yield is 0.520. (2) The catalyst is CN(C)C=O.O. The reactants are [NH2:1][C:2]1[N:7]=[C:6]([C:8]2[O:9][CH:10]=[CH:11][CH:12]=2)[C:5]([C:13]2[CH:18]=[CH:17][N:16]([CH2:19][C:20]([OH:22])=O)[C:15](=[O:23])[CH:14]=2)=[CH:4][N:3]=1.ON1C2C=CC=CC=2N=N1.CN(C)CCCN=C=NCC.Cl.[CH2:46]([NH:48][CH2:49][CH3:50])[CH3:47].C(N(CC)CC)C. The yield is 0.0600. The product is [CH2:46]([N:48]([CH2:49][CH3:50])[C:20](=[O:22])[CH2:19][N:16]1[CH:17]=[CH:18][C:13]([C:5]2[C:6]([C:8]3[O:9][CH:10]=[CH:11][CH:12]=3)=[N:7][C:2]([NH2:1])=[N:3][CH:4]=2)=[CH:14][C:15]1=[O:23])[CH3:47].